Predict the product of the given reaction. From a dataset of Forward reaction prediction with 1.9M reactions from USPTO patents (1976-2016). (1) Given the reactants [CH2:1]([NH2:4])[CH2:2][NH2:3].C(O)(=O)C.[NH2:9][C:10]1[N:11]=[C:12]([C:23]2[CH:28]=[C:27]([O:29][CH2:30][CH2:31][N:32]([CH2:35][CH3:36])[CH2:33][CH3:34])[C:26]([Cl:37])=[CH:25][C:24]=2[Cl:38])[C:13]2[CH:18]=[C:17]([C:19](NO)=N)[S:16][C:14]=2[N:15]=1, predict the reaction product. The product is: [Cl:38][C:24]1[CH:25]=[C:26]([Cl:37])[C:27]([O:29][CH2:30][CH2:31][N:32]([CH2:35][CH3:36])[CH2:33][CH3:34])=[CH:28][C:23]=1[C:12]1[C:13]2[CH:18]=[C:17]([C:19]3[NH:3][CH2:2][CH2:1][N:4]=3)[S:16][C:14]=2[N:15]=[C:10]([NH2:9])[N:11]=1. (2) Given the reactants C1(P(C2C=CC=CC=2)C2C=CC=CC=2)C=CC=CC=1.[F:20][C:21]([F:34])([F:33])[C:22]1[C:30]([CH2:31][OH:32])=[C:25]2[CH:26]=[CH:27][CH:28]=[CH:29][N:24]2[N:23]=1.[CH2:35]([N:42]1[CH2:47][CH2:46][N:45]([C@@H:48]([CH2:53][NH:54][C:55](=[O:63])[C:56]2[CH:61]=[CH:60][C:59](O)=[CH:58][CH:57]=2)[C:49]([O:51][CH3:52])=[O:50])[CH2:44][CH2:43]1)[C:36]1[CH:41]=[CH:40][CH:39]=[CH:38][CH:37]=1.N(C(OC(C)C)=O)=NC(OC(C)C)=O, predict the reaction product. The product is: [CH2:35]([N:42]1[CH2:43][CH2:44][N:45]([C@@H:48]([CH2:53][NH:54][C:55](=[O:63])[C:56]2[CH:57]=[CH:58][C:59]([O:32][CH2:31][C:30]3[C:22]([C:21]([F:20])([F:33])[F:34])=[N:23][N:24]4[CH:29]=[CH:28][CH:27]=[CH:26][C:25]=34)=[CH:60][CH:61]=2)[C:49]([O:51][CH3:52])=[O:50])[CH2:46][CH2:47]1)[C:36]1[CH:41]=[CH:40][CH:39]=[CH:38][CH:37]=1. (3) The product is: [N:8]1([C:9]2[S:10][C:11]3[C:19](=[O:20])[CH2:18][CH2:17][CH2:16][C:12]=3[C:13]=2[C:14]#[N:15])[CH2:7][CH2:4][O:3][CH2:22][CH2:21]1. Given the reactants N([O:3][C:4]([CH3:7])(C)C)=O.[NH2:8][C:9]1[S:10][C:11]2[C:19](=[O:20])[CH2:18][CH2:17][CH2:16][C:12]=2[C:13]=1[C:14]#[N:15].[C:21](#N)[CH3:22], predict the reaction product. (4) Given the reactants Cl.[CH2:2]([C:4]1[CH:23]=[CH:22][CH:21]=[C:20]([CH3:24])[C:5]=1[CH2:6][NH:7][C:8]1[C:9]2[N:10]([N:16]=[C:17]([CH3:19])[N:18]=2)[CH:11]=[C:12]([CH2:14][Cl:15])[CH:13]=1)[CH3:3].[CH3:25][NH:26][CH3:27], predict the reaction product. The product is: [ClH:15].[CH2:2]([C:4]1[CH:23]=[CH:22][CH:21]=[C:20]([CH3:24])[C:5]=1[CH2:6][NH:7][C:8]1[C:9]2[N:10]([N:16]=[C:17]([CH3:19])[N:18]=2)[CH:11]=[C:12]([CH2:14][N:26]([CH3:27])[CH3:25])[CH:13]=1)[CH3:3]. (5) Given the reactants [CH:1]1[C:13]2[CH:12]([CH2:14][O:15][C:16]([NH:18][C@@H:19]([C:29]([OH:31])=[O:30])[CH2:20][O:21][CH2:22][C:23]3[CH:28]=[CH:27][CH:26]=[CH:25][CH:24]=3)=[O:17])[C:11]3[C:6](=[CH:7][CH:8]=[CH:9][CH:10]=3)[C:5]=2[CH:4]=[CH:3][CH:2]=1.C(O[C:36]([CH3:39])([CH3:38])[CH3:37])(=O)C.S(=O)(=O)(O)O, predict the reaction product. The product is: [C:36]([O:30][C:29](=[O:31])[C@@H:19]([CH2:20][O:21][CH2:22][C:23]1[CH:24]=[CH:25][CH:26]=[CH:27][CH:28]=1)[NH:18][C:16]([O:15][CH2:14][CH:12]1[C:13]2[CH:1]=[CH:2][CH:3]=[CH:4][C:5]=2[C:6]2[C:11]1=[CH:10][CH:9]=[CH:8][CH:7]=2)=[O:17])([CH3:39])([CH3:38])[CH3:37]. (6) Given the reactants Cl[C:2]1[CH:3]=[CH:4][C:5]2[N:6]([CH:8]=[CH:9][N:10]=2)[N:7]=1.[C:11]([C:14]1[CH:19]=[CH:18][C:17](B(O)O)=[CH:16][CH:15]=1)(=[O:13])[NH2:12].C([O-])([O-])=O.[Na+].[Na+], predict the reaction product. The product is: [N:10]1[CH:9]=[CH:8][N:6]2[C:5]=1[CH:4]=[CH:3][C:2]([C:17]1[CH:18]=[CH:19][C:14]([C:11]([NH2:12])=[O:13])=[CH:15][CH:16]=1)=[N:7]2. (7) Given the reactants [Br:1][C:2]1[CH:7]=[CH:6][C:5]([O:8][CH3:9])=[CH:4][C:3]=1[OH:10].Br[CH2:12][CH2:13][O:14][CH3:15], predict the reaction product. The product is: [Br:1][C:2]1[CH:7]=[CH:6][C:5]([O:8][CH3:9])=[CH:4][C:3]=1[O:10][CH2:12][CH2:13][O:14][CH3:15].